This data is from Catalyst prediction with 721,799 reactions and 888 catalyst types from USPTO. The task is: Predict which catalyst facilitates the given reaction. (1) Reactant: Br[C:2]1[N:3]=[C:4]2[C:10]([C:11](=[O:16])[C:12]([CH3:15])([CH3:14])[CH3:13])=[CH:9][N:8]([CH2:17][O:18][CH2:19][CH2:20][Si:21]([CH3:24])([CH3:23])[CH3:22])[C:5]2=[N:6][CH:7]=1.[CH3:25][NH:26][CH:27]1[CH2:31][CH2:30][CH2:29][CH2:28]1. Product: [CH:27]1([N:26]([CH3:25])[C:2]2[N:3]=[C:4]3[C:10]([C:11](=[O:16])[C:12]([CH3:15])([CH3:14])[CH3:13])=[CH:9][N:8]([CH2:17][O:18][CH2:19][CH2:20][Si:21]([CH3:24])([CH3:23])[CH3:22])[C:5]3=[N:6][CH:7]=2)[CH2:31][CH2:30][CH2:29][CH2:28]1. The catalyst class is: 37. (2) The catalyst class is: 8. Product: [C:1]12([C:7]([O:9][CH2:10][CH3:11])=[O:8])[CH2:6][CH:5]1[CH2:4][N:3]([C:17]([O:19][C:20]([CH3:23])([CH3:22])[CH3:21])=[O:18])[CH2:2]2. Reactant: [C:1]12([C:7]([O:9][CH2:10][CH3:11])=[O:8])[CH2:6][CH:5]1[CH2:4][NH:3][CH2:2]2.C(=O)([O-])O.[Na+].[C:17](O[C:17]([O:19][C:20]([CH3:23])([CH3:22])[CH3:21])=[O:18])([O:19][C:20]([CH3:23])([CH3:22])[CH3:21])=[O:18]. (3) Product: [Cl:1][C:2]1[C:3]([C:19]([F:22])([F:20])[F:21])=[N:4][N:5]([CH3:18])[C:6]=1[C:7]1[CH:12]=[C:11]([NH2:13])[CH:10]=[CH:9][C:8]=1[O:16][CH3:17]. The catalyst class is: 14. Reactant: [Cl:1][C:2]1[C:3]([C:19]([F:22])([F:21])[F:20])=[N:4][N:5]([CH3:18])[C:6]=1[C:7]1[CH:12]=[C:11]([N+:13]([O-])=O)[CH:10]=[CH:9][C:8]=1[O:16][CH3:17]. (4) Reactant: S(Cl)(Cl)=O.[Br:5][C:6]1[C:7]2[CH:8]=[CH:9][C:10]3[N:11]([CH:19]=[C:20]([C:22]([O-])=[O:23])[N:21]=3)[C:12]=2[N:13]=[C:14]([CH:16]([CH3:18])[CH3:17])[CH:15]=1.[Li+].[NH2:26][NH2:27].C(N(CC)C(C)C)(C)C. Product: [Br:5][C:6]1[C:7]2[CH:8]=[CH:9][C:10]3[N:11]([CH:19]=[C:20]([C:22]([NH:26][NH2:27])=[O:23])[N:21]=3)[C:12]=2[N:13]=[C:14]([CH:16]([CH3:17])[CH3:18])[CH:15]=1. The catalyst class is: 7. (5) The catalyst class is: 309. Reactant: [Cl:1][C:2]1[C:7]([C:8]([OH:10])=[O:9])=[CH:6][N:5]=[CH:4][C:3]=1[F:11].[CH:12](N(C(C)C)CC)(C)[CH3:13]. Product: [CH2:12]([O:9][C:8](=[O:10])[C:7]1[C:2]([Cl:1])=[C:3]([F:11])[CH:4]=[N:5][CH:6]=1)[CH3:13]. (6) The catalyst class is: 3. Product: [Cl:1][C:2]1[CH:3]=[CH:4][C:5]([O:29][CH:30]([F:32])[F:31])=[C:6]([C:8]2[C:12]([NH:13][C:14]([C:16]3[CH:17]=[N:18][N:19]4[CH:24]=[CH:23][CH:22]=[N:21][C:20]=34)=[O:15])=[CH:11][N:10]([CH2:25][C:26]([N:36]3[CH2:35][CH2:34][N:33]([C:39]([O:41][C:42]([CH3:45])([CH3:44])[CH3:43])=[O:40])[CH2:38][CH2:37]3)=[O:27])[N:9]=2)[CH:7]=1. Reactant: [Cl:1][C:2]1[CH:3]=[CH:4][C:5]([O:29][CH:30]([F:32])[F:31])=[C:6]([C:8]2[C:12]([NH:13][C:14]([C:16]3[CH:17]=[N:18][N:19]4[CH:24]=[CH:23][CH:22]=[N:21][C:20]=34)=[O:15])=[CH:11][N:10]([CH2:25][C:26](O)=[O:27])[N:9]=2)[CH:7]=1.[N:33]1([C:39]([O:41][C:42]([CH3:45])([CH3:44])[CH3:43])=[O:40])[CH2:38][CH2:37][NH:36][CH2:35][CH2:34]1.CCN(C(C)C)C(C)C.CN(C(ON1N=NC2C=CC=NC1=2)=[N+](C)C)C.F[P-](F)(F)(F)(F)F.